From a dataset of NCI-60 drug combinations with 297,098 pairs across 59 cell lines. Regression. Given two drug SMILES strings and cell line genomic features, predict the synergy score measuring deviation from expected non-interaction effect. (1) Drug 1: C1=C(C(=O)NC(=O)N1)F. Drug 2: CCCCCOC(=O)NC1=NC(=O)N(C=C1F)C2C(C(C(O2)C)O)O. Cell line: HCT-15. Synergy scores: CSS=24.8, Synergy_ZIP=-2.86, Synergy_Bliss=-8.51, Synergy_Loewe=-23.6, Synergy_HSA=-7.29. (2) Drug 1: CCC1(CC2CC(C3=C(CCN(C2)C1)C4=CC=CC=C4N3)(C5=C(C=C6C(=C5)C78CCN9C7C(C=CC9)(C(C(C8N6C)(C(=O)OC)O)OC(=O)C)CC)OC)C(=O)OC)O.OS(=O)(=O)O. Drug 2: CC12CCC3C(C1CCC2O)C(CC4=C3C=CC(=C4)O)CCCCCCCCCS(=O)CCCC(C(F)(F)F)(F)F. Cell line: IGROV1. Synergy scores: CSS=0.624, Synergy_ZIP=-0.490, Synergy_Bliss=0.844, Synergy_Loewe=-0.339, Synergy_HSA=0.528. (3) Drug 1: CCCS(=O)(=O)NC1=C(C(=C(C=C1)F)C(=O)C2=CNC3=C2C=C(C=N3)C4=CC=C(C=C4)Cl)F. Drug 2: CN1C2=C(C=C(C=C2)N(CCCl)CCCl)N=C1CCCC(=O)O.Cl. Cell line: SK-MEL-28. Synergy scores: CSS=38.1, Synergy_ZIP=3.12, Synergy_Bliss=2.18, Synergy_Loewe=-25.6, Synergy_HSA=0.730. (4) Drug 1: CS(=O)(=O)C1=CC(=C(C=C1)C(=O)NC2=CC(=C(C=C2)Cl)C3=CC=CC=N3)Cl. Drug 2: CCC1(C2=C(COC1=O)C(=O)N3CC4=CC5=C(C=CC(=C5CN(C)C)O)N=C4C3=C2)O.Cl. Cell line: U251. Synergy scores: CSS=36.4, Synergy_ZIP=-8.57, Synergy_Bliss=-3.50, Synergy_Loewe=-48.2, Synergy_HSA=-2.52.